Dataset: Forward reaction prediction with 1.9M reactions from USPTO patents (1976-2016). Task: Predict the product of the given reaction. (1) The product is: [Cl:27][C:24]1[CH:25]=[CH:26][C:11]([NH:10][C:34]([C:30]2[N:29]=[N:28][CH:33]=[CH:32][CH:31]=2)=[O:35])=[C:12]([C:13]([NH:15][CH2:16][CH:17]2[CH2:22][CH2:21][CH2:20][CH2:19][CH2:18]2)=[O:14])[CH:23]=1. Given the reactants C(N(C(C)C)CC)(C)C.[NH2:10][C:11]1[CH:26]=[CH:25][C:24]([Cl:27])=[CH:23][C:12]=1[C:13]([NH:15][CH2:16][CH:17]1[CH2:22][CH2:21][CH2:20][CH2:19][CH2:18]1)=[O:14].[N:28]1[CH:33]=[CH:32][CH:31]=[C:30]([C:34](O)=[O:35])[N:29]=1.CN(C(ON1N=NC2C=CC=NC1=2)=[N+](C)C)C.F[P-](F)(F)(F)(F)F, predict the reaction product. (2) Given the reactants [CH3:1][O:2][CH2:3][C@H:4]1[CH2:8][CH2:7][CH2:6][NH:5]1.CC(C)CCN.[N:15]1[CH:16]=[CH:17][N:18]2[CH:23]=[CH:22][C:21]([CH2:24][NH:25][C:26]([C:28]3[S:32][C:31]([C:33]([O-])=[O:34])=[CH:30][CH:29]=3)=[O:27])=[CH:20][C:19]=12.[Li+].[N+](C1C=CC(C(O)=O)=CC=1)([O-])=O, predict the reaction product. The product is: [N:15]1[CH:16]=[CH:17][N:18]2[CH:23]=[CH:22][C:21]([CH2:24][NH:25][C:26]([C:28]3[S:32][C:31]([C:33]([N:5]4[CH2:6][CH2:7][CH2:8][C@@H:4]4[CH2:3][O:2][CH3:1])=[O:34])=[CH:30][CH:29]=3)=[O:27])=[CH:20][C:19]=12. (3) The product is: [CH2:1]([N:4]([C:6]1[NH:10][N:9]=[N:8][N:7]=1)[NH2:5])[C:2]#[CH:3]. Given the reactants [CH2:1]([N:4]([C:6]#[N:7])[NH2:5])[C:2]#[CH:3].[N-:8]=[N+:9]=[N-:10].[Na+].[Cl-].[NH4+], predict the reaction product. (4) Given the reactants C(O)(C(F)(F)F)=O.[Cl:8][C:9]1[CH:10]=[C:11]([Cl:39])[C:12]2[C:13]3[CH2:31][CH2:30][N:29](C(OC(C)(C)C)=O)[CH2:28][CH2:27][C:14]=3[N:15]([CH2:18][CH2:19][O:20][C:21]3[CH:26]=[CH:25][CH:24]=[CH:23][CH:22]=3)[C:16]=2[CH:17]=1.[OH-].[Na+], predict the reaction product. The product is: [ClH:8].[Cl:8][C:9]1[CH:10]=[C:11]([Cl:39])[C:12]2[C:13]3[CH2:31][CH2:30][NH:29][CH2:28][CH2:27][C:14]=3[N:15]([CH2:18][CH2:19][O:20][C:21]3[CH:26]=[CH:25][CH:24]=[CH:23][CH:22]=3)[C:16]=2[CH:17]=1. (5) The product is: [CH3:3][O:4][C:5](=[O:14])[CH2:6][C@H:7]1[CH2:12][CH2:11][C@H:10]([OH:13])[CH2:9][CH2:8]1.[CH3:3][O:4][C:5](=[O:14])[CH3:6]. Given the reactants CO.[CH3:3][O:4][C:5](=[O:14])[CH2:6][CH:7]1[CH2:12][CH2:11][C:10](=[O:13])[CH2:9][CH2:8]1.[BH4-].[Na+], predict the reaction product. (6) Given the reactants [CH3:1][O:2][C:3]1[CH:4]=[C:5]([CH:29]=[CH:30][C:31]=1[O:32][CH3:33])[C:6]([NH:8][CH2:9][C:10]1[CH:15]=[CH:14][CH:13]=[C:12]([C:16](=[O:28])[NH:17][C:18]2[CH:27]=[C:26]3[C:21]([CH2:22][CH2:23][NH:24][CH2:25]3)=[CH:20][CH:19]=2)[CH:11]=1)=[O:7].Br[CH2:35][CH:36]([F:38])[F:37].C([O-])([O-])=O.[K+].[K+], predict the reaction product. The product is: [F:37][CH:36]([F:38])[CH2:35][N:24]1[CH2:23][CH2:22][C:21]2[C:26](=[CH:27][C:18]([NH:17][C:16]([C:12]3[CH:11]=[C:10]([CH:15]=[CH:14][CH:13]=3)[CH2:9][NH:8][C:6](=[O:7])[C:5]3[CH:29]=[CH:30][C:31]([O:32][CH3:33])=[C:3]([O:2][CH3:1])[CH:4]=3)=[O:28])=[CH:19][CH:20]=2)[CH2:25]1. (7) Given the reactants Cl[C:2]1[CH:7]=[C:6]([C:8]2[CH:13]=[C:12]([Cl:14])[CH:11]=[CH:10][C:9]=2[O:15][CH2:16][CH3:17])[N:5]=[C:4]([NH2:18])[N:3]=1.[NH2:19][C:20]1[CH:25]=[CH:24][C:23]([C:26](=[O:28])[CH3:27])=[CH:22][CH:21]=1, predict the reaction product. The product is: [NH2:18][C:4]1[N:3]=[C:2]([NH:19][C:20]2[CH:25]=[CH:24][C:23]([C:26](=[O:28])[CH3:27])=[CH:22][CH:21]=2)[CH:7]=[C:6]([C:8]2[CH:13]=[C:12]([Cl:14])[CH:11]=[CH:10][C:9]=2[O:15][CH2:16][CH3:17])[N:5]=1.